From a dataset of Forward reaction prediction with 1.9M reactions from USPTO patents (1976-2016). Predict the product of the given reaction. (1) The product is: [Br:1][C:2]1[CH:3]=[CH:4][C:5]([C:8]2[CH2:12][C@H:11]([CH2:13][Cl:35])[O:10][N:9]=2)=[N:6][CH:7]=1. Given the reactants [Br:1][C:2]1[CH:3]=[CH:4][C:5]([C:8]2[CH2:12][C@H:11]([CH2:13]O)[O:10][N:9]=2)=[N:6][CH:7]=1.C1(P(C2C=CC=CC=2)C2C=CC=CC=2)C=CC=CC=1.C(Cl)(Cl)(Cl)[Cl:35].CO, predict the reaction product. (2) Given the reactants O1[C:5]2([CH2:10][CH2:9][CH:8]([N:11]3[C:16](=[O:17])[C:15]([CH2:18][C:19]4[CH:24]=[CH:23][C:22]([C:25]5[C:26]([C:31]#[N:32])=[CH:27][CH:28]=[CH:29][CH:30]=5)=[CH:21][CH:20]=4)=[C:14]([CH2:33][CH2:34][CH3:35])[N:13]4[N:36]=[CH:37][N:38]=[C:12]34)[CH2:7][CH2:6]2)[O:4]CC1.Cl.O1CCCC1, predict the reaction product. The product is: [O:17]=[C:16]1[C:15]([CH2:18][C:19]2[CH:20]=[CH:21][C:22]([C:25]3[C:26]([C:31]#[N:32])=[CH:27][CH:28]=[CH:29][CH:30]=3)=[CH:23][CH:24]=2)=[C:14]([CH2:33][CH2:34][CH3:35])[N:13]2[N:36]=[CH:37][N:38]=[C:12]2[N:11]1[CH:8]1[CH2:7][CH2:6][C:5](=[O:4])[CH2:10][CH2:9]1. (3) Given the reactants [C:1]([OH:9])(=[O:8])[C:2]1[CH:7]=[CH:6][CH:5]=[N:4][CH:3]=1.C(=O)([O-])[O-].[Cs+].[Cs+].[I-].[Cs+].[NH2:18][C:19](=[O:62])[C:20]([CH3:61])([CH3:60])[CH2:21][NH:22][C:23]([C@H:25]([CH:57]([CH3:59])[CH3:58])[CH2:26][C@@H:27]1[O:31][CH2:30][N:29]([C:32]([O:34][CH2:35]Cl)=[O:33])[C@H:28]1[CH2:37][C@H:38]([CH2:42][C:43]1[CH:48]=[CH:47][C:46]([O:49][CH3:50])=[C:45]([O:51][CH2:52][CH2:53][CH2:54][O:55][CH3:56])[CH:44]=1)[CH:39]([CH3:41])[CH3:40])=[O:24], predict the reaction product. The product is: [NH2:18][C:19](=[O:62])[C:20]([CH3:60])([CH3:61])[CH2:21][NH:22][C:23]([C@H:25]([CH:57]([CH3:58])[CH3:59])[CH2:26][C@@H:27]1[O:31][CH2:30][N:29]([C:32]([O:34][CH2:35][O:8][C:1](=[O:9])[C:2]2[CH:7]=[CH:6][CH:5]=[N:4][CH:3]=2)=[O:33])[C@H:28]1[CH2:37][C@H:38]([CH2:42][C:43]1[CH:48]=[CH:47][C:46]([O:49][CH3:50])=[C:45]([O:51][CH2:52][CH2:53][CH2:54][O:55][CH3:56])[CH:44]=1)[CH:39]([CH3:40])[CH3:41])=[O:24]. (4) Given the reactants [CH3:13][C:12]([O:11][C:9](O[C:9]([O:11][C:12]([CH3:15])([CH3:14])[CH3:13])=[O:10])=[O:10])([CH3:15])[CH3:14].[NH2:16][CH2:17][C:18]1[CH:19]=[C:20]([C:31]([O:33][CH3:34])=[O:32])[C:21]([C:24]2[CH:29]=[CH:28][C:27]([Cl:30])=[CH:26][CH:25]=2)=[CH:22][CH:23]=1, predict the reaction product. The product is: [C:12]([O:11][C:9]([NH:16][CH2:17][C:18]1[CH:19]=[C:20]([C:31]([O:33][CH3:34])=[O:32])[C:21]([C:24]2[CH:29]=[CH:28][C:27]([Cl:30])=[CH:26][CH:25]=2)=[CH:22][CH:23]=1)=[O:10])([CH3:13])([CH3:14])[CH3:15]. (5) Given the reactants [C:1]([C:4]1[CH:5]=[C:6]([NH:18][C:19]([C:21]2[CH:26]=[CH:25][C:24]([C:27]3[CH:32]=[CH:31][CH:30]=[CH:29][CH:28]=3)=[CH:23][CH:22]=2)=[O:20])[CH:7]=[CH:8][C:9]=1[O:10][CH2:11][CH2:12][N:13]([CH2:16][CH3:17])[CH2:14][CH3:15])(=O)[CH3:2].C([SiH](CC)CC)C.FC(F)(F)C(O)=O, predict the reaction product. The product is: [CH2:16]([N:13]([CH2:14][CH3:15])[CH2:12][CH2:11][O:10][C:9]1[CH:8]=[CH:7][C:6]([NH:18][C:19]([C:21]2[CH:22]=[CH:23][C:24]([C:27]3[CH:28]=[CH:29][CH:30]=[CH:31][CH:32]=3)=[CH:25][CH:26]=2)=[O:20])=[CH:5][C:4]=1[CH2:1][CH3:2])[CH3:17]. (6) The product is: [Cl:1][C:2]1[CH:18]=[C:17]([CH:16]=[C:15]([Cl:21])[C:3]=1[C:4]1[S:24][C:7]2[CH:8]=[N:9][CH:10]=[C:11]([F:12])[C:6]=2[N:5]=1)[C:19]#[N:20]. Given the reactants [Cl:1][C:2]1[CH:18]=[C:17]([C:19]#[N:20])[CH:16]=[C:15]([Cl:21])[C:3]=1[C:4](Cl)=[N:5][C:6]1[C:11]([F:12])=[CH:10][N:9]=[CH:8][C:7]=1F.NC(N)=[S:24].N1C=CC=CC=1.CCN(CC)CC, predict the reaction product. (7) Given the reactants [C:1]1([CH2:7][C:8]([C:10]2[S:11][CH:12]=[CH:13][CH:14]=2)=O)[CH:6]=[CH:5][CH:4]=[CH:3][CH:2]=1.[CH2:15]([O:17][C:18]1[CH:19]=[C:20]([CH:23]=[C:24]([N+:27]([O-:29])=[O:28])[C:25]=1[OH:26])[CH:21]=O)[CH3:16].[NH2:30][C:31]([NH2:33])=[O:32].Cl, predict the reaction product. The product is: [CH2:15]([O:17][C:18]1[CH:19]=[C:20]([CH:21]2[C:7]([C:1]3[CH:6]=[CH:5][CH:4]=[CH:3][CH:2]=3)=[C:8]([C:10]3[S:11][CH:12]=[CH:13][CH:14]=3)[NH:33][C:31](=[O:32])[NH:30]2)[CH:23]=[C:24]([N+:27]([O-:29])=[O:28])[C:25]=1[OH:26])[CH3:16].